This data is from NCI-60 drug combinations with 297,098 pairs across 59 cell lines. The task is: Regression. Given two drug SMILES strings and cell line genomic features, predict the synergy score measuring deviation from expected non-interaction effect. Drug 1: CCC1(CC2CC(C3=C(CCN(C2)C1)C4=CC=CC=C4N3)(C5=C(C=C6C(=C5)C78CCN9C7C(C=CC9)(C(C(C8N6C)(C(=O)OC)O)OC(=O)C)CC)OC)C(=O)OC)O.OS(=O)(=O)O. Drug 2: C1CCC(C(C1)N)N.C(=O)(C(=O)[O-])[O-].[Pt+4]. Cell line: SK-OV-3. Synergy scores: CSS=2.18, Synergy_ZIP=-6.80, Synergy_Bliss=-10.5, Synergy_Loewe=-29.7, Synergy_HSA=-10.3.